Dataset: Reaction yield outcomes from USPTO patents with 853,638 reactions. Task: Predict the reaction yield, written as a fraction of the theoretical maximum amount of product (1.0 means a 100% yield; for example, 0.34 means a 34% yield). (1) The reactants are [Cl:1][C:2]1[CH:7]=[CH:6][C:5]([C:8]([CH3:13])([CH3:12])C(Cl)=O)=[CH:4][CH:3]=1.[N-:14]=[N+]=[N-].[Na+].C[C:19](C)=[O:20]. The catalyst is O. The product is [Cl:1][C:2]1[CH:3]=[CH:4][C:5]([C:8]([N:14]=[C:19]=[O:20])([CH3:12])[CH3:13])=[CH:6][CH:7]=1. The yield is 0.960. (2) The reactants are [F:1][C:2]1[CH:7]=[CH:6][C:5]([CH:8]2[O:12]C(=O)[NH:10][CH:9]2[CH2:14][C:15]2[CH:20]=[CH:19][CH:18]=[C:17]([O:21][C:22]3[CH:27]=[CH:26][CH:25]=[CH:24][CH:23]=3)[CH:16]=2)=[CH:4][CH:3]=1.[OH-].[Na+]. The catalyst is C(O)C. The product is [NH2:10][CH:9]([CH2:14][C:15]1[CH:20]=[CH:19][CH:18]=[C:17]([O:21][C:22]2[CH:27]=[CH:26][CH:25]=[CH:24][CH:23]=2)[CH:16]=1)[CH:8]([C:5]1[CH:4]=[CH:3][C:2]([F:1])=[CH:7][CH:6]=1)[OH:12]. The yield is 1.00. (3) The reactants are [NH2:1][C@H:2]1[CH2:7][CH2:6][C@H:5]([NH:8][C:9]2[CH:10]=[C:11]([N:28]([CH:38]3[CH2:40][CH2:39]3)[CH2:29][C:30]3[CH:35]=[CH:34][C:33]([O:36][CH3:37])=[CH:32][CH:31]=3)[C:12]3[N:13]([C:15]([C:18]([NH:20][C:21]4[CH:26]=[CH:25][N:24]=[CH:23][C:22]=4[F:27])=[O:19])=[CH:16][N:17]=3)[N:14]=2)[CH2:4][CH2:3]1.[C:41](O[C:41]([O:43][C:44]([CH3:47])([CH3:46])[CH3:45])=[O:42])([O:43][C:44]([CH3:47])([CH3:46])[CH3:45])=[O:42].C(N(CC)CC)C. The catalyst is CO. The product is [CH:38]1([N:28]([CH2:29][C:30]2[CH:31]=[CH:32][C:33]([O:36][CH3:37])=[CH:34][CH:35]=2)[C:11]2[C:12]3[N:13]([C:15]([C:18](=[O:19])[NH:20][C:21]4[CH:26]=[CH:25][N:24]=[CH:23][C:22]=4[F:27])=[CH:16][N:17]=3)[N:14]=[C:9]([NH:8][C@H:5]3[CH2:4][CH2:3][C@H:2]([NH:1][C:41](=[O:42])[O:43][C:44]([CH3:47])([CH3:46])[CH3:45])[CH2:7][CH2:6]3)[CH:10]=2)[CH2:39][CH2:40]1. The yield is 0.930. (4) The reactants are C(N(CC)CC)C.Br[C:9]1[CH:10]=[C:11]([CH:14]=[CH:15][CH:16]=1)[C:12]#[N:13].[C:17]([OH:21])(=[O:20])[CH:18]=[CH2:19]. The catalyst is C(#N)C.C(O)C.C([O-])(=O)C.[Pd+2].C([O-])(=O)C.C1(C)C=CC=CC=1P(C1C=CC=CC=1C)C1C=CC=CC=1C. The product is [C:12]([C:11]1[CH:10]=[C:9](/[CH:19]=[CH:18]/[C:17]([OH:21])=[O:20])[CH:16]=[CH:15][CH:14]=1)#[N:13]. The yield is 0.532. (5) The reactants are Cl[C:2]1[N:7]=[C:6]([NH:8][C@H:9]([C:11]2[CH:16]=[CH:15][C:14]([F:17])=[CH:13][CH:12]=2)[CH3:10])[C:5]([N+:18]([O-:20])=[O:19])=[CH:4][CH:3]=1.[CH:21]([O:24][C:25]1[NH:29][N:28]=[C:27]([NH2:30])[CH:26]=1)([CH3:23])[CH3:22].CCN(C(C)C)C(C)C. The catalyst is CCCCO. The product is [F:17][C:14]1[CH:15]=[CH:16][C:11]([C@@H:9]([NH:8][C:6]2[C:5]([N+:18]([O-:20])=[O:19])=[CH:4][CH:3]=[C:2]([NH:30][C:27]3[CH:26]=[C:25]([O:24][CH:21]([CH3:23])[CH3:22])[NH:29][N:28]=3)[N:7]=2)[CH3:10])=[CH:12][CH:13]=1. The yield is 0.220. (6) The reactants are [Br:1][C:2]1[N:7]=[CH:6][C:5]([CH:8]=[O:9])=[CH:4][CH:3]=1.[CH2:10](O)[CH2:11][OH:12].O.C1(C)C=CC(S(O)(=O)=O)=CC=1.C(=O)([O-])O.[Na+]. The catalyst is O.C1(C)C=CC=CC=1. The product is [Br:1][C:2]1[CH:3]=[CH:4][C:5]([CH:8]2[O:12][CH2:11][CH2:10][O:9]2)=[CH:6][N:7]=1. The yield is 0.970. (7) The reactants are [CH:1]1([NH:4][C:5]([NH:7][C:8]2[CH:13]=[CH:12][C:11]([O:14][C:15]3[CH:20]=[CH:19][N:18]=[C:17]4[CH:21]=[C:22]([C:24]5[CH:29]=[CH:28][C:27]([CH2:30][NH:31][CH2:32][CH2:33][O:34][CH3:35])=[CH:26][CH:25]=5)[S:23][C:16]=34)=[C:10]([F:36])[CH:9]=2)=[O:6])[CH2:3][CH2:2]1.[CH3:37][O:38][CH2:39][CH2:40][O:41][CH2:42][C:43](Cl)=[O:44]. The catalyst is C1COCC1.CCOC(C)=O. The product is [CH:1]1([NH:4][C:5](=[O:6])[NH:7][C:8]2[CH:13]=[CH:12][C:11]([O:14][C:15]3[CH:20]=[CH:19][N:18]=[C:17]4[CH:21]=[C:22]([C:24]5[CH:29]=[CH:28][C:27]([CH2:30][N:31]([CH2:32][CH2:33][O:34][CH3:35])[C:43](=[O:44])[CH2:42][O:41][CH2:40][CH2:39][O:38][CH3:37])=[CH:26][CH:25]=5)[S:23][C:16]=34)=[C:10]([F:36])[CH:9]=2)[CH2:2][CH2:3]1. The yield is 0.770. (8) The reactants are [CH3:1][C:2]1[CH:3]=[C:4]([C:9](=[O:25])[CH2:10][C:11]2[CH:16]=[CH:15][N:14]=[C:13]([O:17][CH2:18][C:19]3[CH:24]=[CH:23][CH:22]=[CH:21][CH:20]=3)[CH:12]=2)[CH:5]=[C:6]([CH3:8])[CH:7]=1.[Br:26]Br. The catalyst is C(O)(=O)C. The product is [BrH:26].[Br:26][CH:10]([C:11]1[CH:16]=[CH:15][N:14]=[C:13]([O:17][CH2:18][C:19]2[CH:20]=[CH:21][CH:22]=[CH:23][CH:24]=2)[CH:12]=1)[C:9]([C:4]1[CH:3]=[C:2]([CH3:1])[CH:7]=[C:6]([CH3:8])[CH:5]=1)=[O:25]. The yield is 0.980. (9) The reactants are [Br:1][CH2:2][CH2:3][CH2:4][CH2:5][CH2:6][CH2:7][CH2:8][CH2:9][C:10]1[CH:15]=[CH:14][CH:13]=[CH:12][CH:11]=1.[N:16]1[CH:21]=[CH:20][C:19]([CH3:22])=[CH:18][C:17]=1[CH3:23]. The catalyst is C(#N)C. The product is [Br-:1].[CH3:23][C:17]1[CH:18]=[C:19]([CH3:22])[CH:20]=[CH:21][N+:16]=1[CH2:2][CH2:3][CH2:4][CH2:5][CH2:6][CH2:7][CH2:8][CH2:9][C:10]1[CH:15]=[CH:14][CH:13]=[CH:12][CH:11]=1. The yield is 0.700.